This data is from Reaction yield outcomes from USPTO patents with 853,638 reactions. The task is: Predict the reaction yield, written as a fraction of the theoretical maximum amount of product (1.0 means a 100% yield; for example, 0.34 means a 34% yield). (1) The reactants are Cl[S:2]([C:5]1[CH:6]=[CH:7][C:8]2[O:17][C:16]3[CH2:15][CH2:14][N:13]([C:18]([O:20][C:21]([CH3:24])([CH3:23])[CH3:22])=[O:19])[CH2:12][C:11]=3[C:9]=2[CH:10]=1)(=[O:4])=[O:3].[F:25][C:26]1[CH:34]=[C:33]2[C:29]([CH:30]=[CH:31][NH:32]2)=[CH:28][CH:27]=1. No catalyst specified. The product is [F:25][C:26]1[CH:34]=[C:33]2[C:29]([CH:30]=[CH:31][N:32]2[S:2]([C:5]2[CH:6]=[CH:7][C:8]3[O:17][C:16]4[CH2:15][CH2:14][N:13]([C:18]([O:20][C:21]([CH3:24])([CH3:23])[CH3:22])=[O:19])[CH2:12][C:11]=4[C:9]=3[CH:10]=2)(=[O:4])=[O:3])=[CH:28][CH:27]=1. The yield is 0.550. (2) The yield is 0.660. The reactants are [OH:1][C:2]1[CH:3]=[C:4](NCC(O)=O)[CH:5]=[CH:6][C:7]=1[OH:8].N1(S([O-])(=O)=O)C2C(=CC=CC=2)C(=O)[C:15]1=[O:16].[Na+].S(=O)(=O)(O)O.O=O. The catalyst is O. The product is [OH:1][C:2]1[CH:3]=[C:4]([CH:5]=[CH:6][C:7]=1[OH:8])[CH:15]=[O:16]. (3) The reactants are [CH2:1]([N:8]1[CH2:13][CH2:12][C:11]2([C:21]3[C:16](=[CH:17][CH:18]=[CH:19][C:20]=3[CH2:22][NH:23][C:24](=[O:30])[O:25][C:26]([CH3:29])([CH3:28])[CH3:27])[NH:15][CH2:14]2)[CH2:10][CH2:9]1)[C:2]1[CH:7]=[CH:6][CH:5]=[CH:4][CH:3]=1.CCN(CC)CC.[CH3:38][C:39]([O:42][C:43](O[C:43]([O:42][C:39]([CH3:41])([CH3:40])[CH3:38])=[O:44])=[O:44])([CH3:41])[CH3:40]. The catalyst is C(Cl)Cl.CN(C1C=CN=CC=1)C. The product is [CH2:1]([N:8]1[CH2:13][CH2:12][C:11]2([C:21]3[C:16](=[CH:17][CH:18]=[CH:19][C:20]=3[CH2:22][NH:23][C:24]([O:25][C:26]([CH3:27])([CH3:29])[CH3:28])=[O:30])[N:15]([C:43]([O:42][C:39]([CH3:41])([CH3:40])[CH3:38])=[O:44])[CH2:14]2)[CH2:10][CH2:9]1)[C:2]1[CH:3]=[CH:4][CH:5]=[CH:6][CH:7]=1. The yield is 0.570. (4) The reactants are [CH3:1][C:2]1[C:7]([C:8]2[CH:13]=[CH:12][CH:11]=[C:10]([N+:14]([O-])=O)[CH:9]=2)=[CH:6][C:5]([NH:17][C:18](=[O:29])[C:19]2[CH:24]=[CH:23][CH:22]=[C:21]([C:25]([F:28])([F:27])[F:26])[CH:20]=2)=[CH:4][CH:3]=1.C(O)C. The catalyst is [Fe].C(O)(=O)C. The product is [NH2:14][C:10]1[CH:9]=[C:8]([C:7]2[C:2]([CH3:1])=[CH:3][CH:4]=[C:5]([NH:17][C:18](=[O:29])[C:19]3[CH:24]=[CH:23][CH:22]=[C:21]([C:25]([F:26])([F:27])[F:28])[CH:20]=3)[CH:6]=2)[CH:13]=[CH:12][CH:11]=1. The yield is 1.00.